From a dataset of Catalyst prediction with 721,799 reactions and 888 catalyst types from USPTO. Predict which catalyst facilitates the given reaction. (1) Reactant: [F:1][C:2]1[CH:3]=[C:4]2[C:10]([C:11]3[N:12]=[C:13](I)[C:14]4[C:19]([CH3:21])([CH3:20])[C:18](=[O:22])[NH:17][C:15]=4[N:16]=3)=[N:9][N:8]([CH2:24]C3C=CN=CC=3F)[C:5]2=[N:6][CH:7]=1.[CH2:32]([C:35]([F:38])([F:37])[F:36])[CH2:33][NH2:34]. Product: [F:1][C:2]1[CH:3]=[C:4]2[C:10]([C:11]3[N:12]=[C:13]([NH:34][CH2:33][CH2:32][C:35]([F:38])([F:37])[F:36])[C:14]4[C:19]([CH3:20])([CH3:21])[C:18](=[O:22])[NH:17][C:15]=4[N:16]=3)=[N:9][N:8]([CH2:24][C:7]3[C:2]([F:1])=[CH:3][CH:4]=[CH:5][N:6]=3)[C:5]2=[N:6][CH:7]=1. The catalyst class is: 60. (2) Reactant: Cl.C(OC(=O)[NH:8][C@@H:9]1[CH2:15][CH2:14][N:13]2[C:16]3[N:32]=[CH:31][N:30]=[C:29]([NH2:33])[C:17]=3[C:18]([C:19]3[CH:20]=[N:21][C:22]4[C:27]([CH:28]=3)=[CH:26][CH:25]=[CH:24][CH:23]=4)=[C:12]2[CH2:11][CH2:10]1)(C)(C)C.[OH-].[Na+]. The catalyst class is: 8. Product: [N:21]1[C:22]2[C:27](=[CH:26][CH:25]=[CH:24][CH:23]=2)[CH:28]=[C:19]([C:18]2[C:17]3[C:29]([NH2:33])=[N:30][CH:31]=[N:32][C:16]=3[N:13]3[CH2:14][CH2:15][C@@H:9]([NH2:8])[CH2:10][CH2:11][C:12]=23)[CH:20]=1. (3) Reactant: [OH:1][C:2]1[CH:7]=[CH:6][CH:5]=[CH:4][C:3]=1[C:8](=[O:17])[CH2:9][C:10]([O:12][C:13]([CH3:16])([CH3:15])[CH3:14])=[O:11].[CH:18]1[C:27]2[C:22](=[CH:23][CH:24]=[CH:25][CH:26]=2)[CH:21]=[CH:20][C:19]=1[CH:28]=O.C([O-])(=O)C.[NH2+]1CCCCC1.S([O-])([O-])(=O)=O.[Na+].[Na+]. Product: [OH:1][C:2]1[CH:7]=[CH:6][CH:5]=[CH:4][C:3]=1[C:8](/[C:9](=[CH:28]\[C:19]1[CH:20]=[CH:21][C:22]2[C:27](=[CH:26][CH:25]=[CH:24][CH:23]=2)[CH:18]=1)/[C:10]([O:12][C:13]([CH3:14])([CH3:16])[CH3:15])=[O:11])=[O:17]. The catalyst class is: 11.